This data is from Reaction yield outcomes from USPTO patents with 853,638 reactions. The task is: Predict the reaction yield, written as a fraction of the theoretical maximum amount of product (1.0 means a 100% yield; for example, 0.34 means a 34% yield). (1) The reactants are [CH3:1][N:2]([S:31]([C:34]1[CH:39]=[CH:38][CH:37]=[CH:36][N:35]=1)(=[O:33])=[O:32])[C:3]1[CH:4]=[C:5]([O:24][CH2:25][C:26]([O:28]CC)=[O:27])[CH:6]=[C:7]2[C:11]=1[NH:10][C:9]([C:12]1[S:13][CH:14]([CH2:17][N:18]3[CH2:23][CH2:22][S:21][CH2:20][CH2:19]3)[CH2:15][N:16]=1)=[CH:8]2.[OH-].[Na+]. The catalyst is O1CCCC1.C(O)C. The product is [CH3:1][N:2]([S:31]([C:34]1[CH:39]=[CH:38][CH:37]=[CH:36][N:35]=1)(=[O:33])=[O:32])[C:3]1[CH:4]=[C:5]([O:24][CH2:25][C:26]([OH:28])=[O:27])[CH:6]=[C:7]2[C:11]=1[NH:10][C:9]([C:12]1[S:13][CH:14]([CH2:17][N:18]3[CH2:23][CH2:22][S:21][CH2:20][CH2:19]3)[CH2:15][N:16]=1)=[CH:8]2. The yield is 0.530. (2) The reactants are [C:1]([C:5]1[CH:10]=[CH:9][C:8]([C:11]2[O:16][C:15](=[O:17])[C:14]3[CH:18]=[CH:19][CH:20]=[CH:21][C:13]=3[N:12]=2)=[CH:7][CH:6]=1)([CH3:4])([CH3:3])[CH3:2].[NH2:22][C:23]1[CH:28]=[CH:27][CH:26]=[CH:25][CH:24]=1.C(OCC)C. The catalyst is C1(C)C=CC=CC=1. The product is [C:1]([C:5]1[CH:6]=[CH:7][C:8]([C:11]([NH:12][C:13]2[CH:21]=[CH:20][CH:19]=[CH:18][C:14]=2[C:15]([NH:22][C:23]2[CH:28]=[CH:27][CH:26]=[CH:25][CH:24]=2)=[O:17])=[O:16])=[CH:9][CH:10]=1)([CH3:4])([CH3:2])[CH3:3]. The yield is 0.0900. (3) The reactants are [C:1]([C:5]1[S:9]/[C:8](=[N:10]\[C:11]([C:13]2[CH:31]=[C:30]([C:32]([F:35])([F:34])[F:33])[CH:29]=[CH:28][C:14]=2[O:15][CH2:16][C@@H:17]2[CH2:20][CH2:19][N:18]2C(OC(C)(C)C)=O)=[O:12])/[N:7]([CH2:36][C@H:37]2[CH2:41][CH2:40][CH2:39][O:38]2)[CH:6]=1)([CH3:4])([CH3:3])[CH3:2].FC(F)(F)C(O)=O.C([O-])([O-])=O.[Na+].[Na+]. The catalyst is C(Cl)Cl. The product is [NH:18]1[CH2:19][CH2:20][C@H:17]1[CH2:16][O:15][C:14]1[CH:28]=[CH:29][C:30]([C:32]([F:34])([F:33])[F:35])=[CH:31][C:13]=1[C:11](/[N:10]=[C:8]1\[S:9][C:5]([C:1]([CH3:2])([CH3:3])[CH3:4])=[CH:6][N:7]\1[CH2:36][C@H:37]1[CH2:41][CH2:40][CH2:39][O:38]1)=[O:12]. The yield is 0.850. (4) The reactants are [C:1]1([N:7]([C:24]2[CH:29]=[CH:28][CH:27]=[CH:26][CH:25]=2)[C:8]2[CH:13]=[CH:12][C:11]([CH:14]=[CH:15][C:16]3[CH:21]=[CH:20][C:19]([CH:22]=[CH2:23])=[CH:18][CH:17]=3)=[CH:10][CH:9]=2)[CH:6]=[CH:5][CH:4]=[CH:3][CH:2]=1.I[C:31]1[CH:36]=[CH:35][C:34]([NH:37][C:38](=[O:40])[CH3:39])=[CH:33][CH:32]=1.O. The catalyst is C([O-])(=O)C.C([N+](CCCC)(CCCC)CCCC)CCC.C1(C)C=CC=CC=1.O1CCOCC1.C1COCC1. The product is [C:24]1([N:7]([C:1]2[CH:2]=[CH:3][CH:4]=[CH:5][CH:6]=2)[C:8]2[CH:13]=[CH:12][C:11]([CH:14]=[CH:15][C:16]3[CH:17]=[CH:18][C:19]([CH:22]=[CH:23][C:31]4[CH:36]=[CH:35][C:34]([NH:37][C:38](=[O:40])[CH3:39])=[CH:33][CH:32]=4)=[CH:20][CH:21]=3)=[CH:10][CH:9]=2)[CH:25]=[CH:26][CH:27]=[CH:28][CH:29]=1. The yield is 0.760.